This data is from Aqueous solubility values for 9,982 compounds from the AqSolDB database. The task is: Regression/Classification. Given a drug SMILES string, predict its absorption, distribution, metabolism, or excretion properties. Task type varies by dataset: regression for continuous measurements (e.g., permeability, clearance, half-life) or binary classification for categorical outcomes (e.g., BBB penetration, CYP inhibition). For this dataset (solubility_aqsoldb), we predict Y. (1) The drug is CCN(CC)CC. The Y is -0.138 log mol/L. (2) The molecule is COC(=O)c1ccc(-c2cc(C(=O)OC)ccc2C(=O)OC)cc1.COC(=O)c1ccc(-c2cc(C)ccc2C(=O)OC)cc1.COC(=O)c1ccc(-c2ccc(C(=O)OC)cc2)cc1.COC(=O)c1ccc(-c2cccc(C(=O)OC)c2)cc1.COC(=O)c1ccc(-c2ccccc2C(=O)OC)cc1.COC(=O)c1ccc(C(=O)O)cc1.COC(=O)c1ccc(C(=O)OC)c(C(=O)OC)c1.COC(=O)c1ccc(C(=O)OC)cc1.COC(=O)c1ccc(C(=O)OCc2ccc(C)cc2)cc1.COC(=O)c1ccc(C(OC)OC)cc1.COC(=O)c1ccc(C)c2c1oc(=O)c1ccccc12.COC(=O)c1ccc(C)cc1.COC(=O)c1ccc(C)cc1C(=O)OC.COC(=O)c1ccc(C=O)cc1.COC(=O)c1ccc(CO)cc1.COC(=O)c1ccc(COC(=O)c2ccc(C(=O)OC)cc2)cc1.COC(=O)c1ccc(COC(=O)c2ccc(C)cc2)cc1.COC(=O)c1ccc2c(c1)C(=O)c1ccc(C(=O)OC)cc1-2.COC(=O)c1cccc(C(=O)OC)c1.COC(=O)c1ccccc1.COC(=O)c1ccccc1C(=O)OC.Cc1ccc(C(=O)O)cc1.Cc1ccc(C)cc1.O=C(O)c1ccccc1. The Y is -6.73 log mol/L. (3) The compound is CC(C)(C)NC[C@@H](O)COc1ccccc1C1CCCC1. The Y is -1.62 log mol/L. (4) The compound is Clc1ccc(Oc2cc(Cl)c(Cl)c(Cl)c2Cl)cc1. The Y is -8.06 log mol/L.